From a dataset of Reaction yield outcomes from USPTO patents with 853,638 reactions. Predict the reaction yield, written as a fraction of the theoretical maximum amount of product (1.0 means a 100% yield; for example, 0.34 means a 34% yield). (1) The reactants are Br[CH2:2][CH2:3][CH2:4][CH2:5][N:6]1[C:10](=[O:11])[C:9]2=[CH:12][CH:13]=[CH:14][CH:15]=[C:8]2[C:7]1=[O:16].C(=O)([O-])[O-].[Cs+].[Cs+].[I-].[Na+].[CH3:25][CH2:26][CH2:27][NH:28][C@@H:29]1[CH2:38][C:33]2[S:34][C:35]([NH2:37])=[N:36][C:32]=2[CH2:31][CH2:30]1. The catalyst is C(#N)C. The product is [NH2:37][C:35]1[S:34][C:33]2[CH2:38][C@@H:29]([N:28]([CH2:27][CH2:26][CH3:25])[CH2:2][CH2:3][CH2:4][CH2:5][N:6]3[C:10](=[O:11])[C:9]4[C:8](=[CH:15][CH:14]=[CH:13][CH:12]=4)[C:7]3=[O:16])[CH2:30][CH2:31][C:32]=2[N:36]=1. The yield is 0.904. (2) The reactants are Br[C:2]1[CH:23]=[CH:22][C:5]([C:6]([NH:8][S:9]([C:12]2[CH:17]=[CH:16][CH:15]=[CH:14][C:13]=2[S:18](=[O:21])(=[O:20])[NH2:19])(=[O:11])=[O:10])=[O:7])=[CH:4][C:3]=1[C:24]#[N:25].[O:26]1[C:30]2[CH:31]=[CH:32][CH:33]=[CH:34][C:29]=2[CH:28]=[C:27]1B(O)O.C(=O)([O-])[O-].[Na+].[Na+]. The catalyst is C1C=CC(P(C2C=CC=CC=2)[C-]2C=CC=C2)=CC=1.C1C=CC(P(C2C=CC=CC=2)[C-]2C=CC=C2)=CC=1.Cl[Pd]Cl.[Fe+2].CN(C)C=O. The product is [O:26]1[C:30]2[CH:31]=[CH:32][CH:33]=[CH:34][C:29]=2[CH:28]=[C:27]1[C:2]1[CH:23]=[CH:22][C:5]([C:6]([NH:8][S:9]([C:12]2[CH:17]=[CH:16][CH:15]=[CH:14][C:13]=2[S:18](=[O:21])(=[O:20])[NH2:19])(=[O:11])=[O:10])=[O:7])=[CH:4][C:3]=1[C:24]#[N:25]. The yield is 0.270. (3) The reactants are [Br:1][C:2]1[CH:7]=[CH:6][C:5]([CH:8]=[C:9]([C:13]2[CH:18]=[CH:17][C:16]([Cl:19])=[CH:15][C:14]=2[Cl:20])C(O)=O)=[CH:4][CH:3]=1.C(N(CC)CC)C.C1(P(N=[N+]=[N-])(C2C=CC=CC=2)=[O:35])C=CC=CC=1.O. The catalyst is C1(C)C=CC=CC=1. The product is [Br:1][C:2]1[CH:7]=[CH:6][C:5]([CH2:8][C:9]([C:13]2[CH:18]=[CH:17][C:16]([Cl:19])=[CH:15][C:14]=2[Cl:20])=[O:35])=[CH:4][CH:3]=1. The yield is 0.600. (4) The reactants are [CH3:1][O:2][C:3](=[O:18])[CH:4]=[C:5]1[CH2:10][CH2:9][N:8]([C:11]([O:13][C:14]([CH3:17])([CH3:16])[CH3:15])=[O:12])[CH2:7][CH2:6]1.O. The catalyst is CO.[Pd]. The product is [CH3:1][O:2][C:3](=[O:18])[CH2:4][CH:5]1[CH2:6][CH2:7][N:8]([C:11]([O:13][C:14]([CH3:16])([CH3:15])[CH3:17])=[O:12])[CH2:9][CH2:10]1. The yield is 0.990. (5) The catalyst is CO. The reactants are C([O:4][CH2:5][CH2:6][N:7]1[C:11]2[CH:12]=[CH:13][C:14]([C:16](=[O:30])[NH:17][C:18]3[CH:23]=[C:22]([C:24]4[S:25][CH:26]=[CH:27][CH:28]=4)[CH:21]=[CH:20][C:19]=3[NH2:29])=[CH:15][C:10]=2[N:9]=[C:8]1[CH3:31])(=O)C.C(N(CC)CC)C. The product is [NH2:29][C:19]1[CH:20]=[CH:21][C:22]([C:24]2[S:25][CH:26]=[CH:27][CH:28]=2)=[CH:23][C:18]=1[NH:17][C:16]([C:14]1[CH:13]=[CH:12][C:11]2[N:7]([CH2:6][CH2:5][OH:4])[C:8]([CH3:31])=[N:9][C:10]=2[CH:15]=1)=[O:30]. The yield is 1.00. (6) The reactants are C([O:8][C:9]1[CH:18]=[C:17]([O:19]CC2C=CC=CC=2)[C:16]([CH:27]2[CH2:29][CH2:28]2)=[C:15]2[C:10]=1[C:11](=[O:38])[CH:12]=[C:13]([C:30]1[CH:35]=[CH:34][C:33]([O:36]C)=[CH:32][CH:31]=1)[O:14]2)C1C=CC=CC=1.B(Br)(Br)Br.CO.C(=O)([O-])O.[Na+]. The catalyst is ClCCl. The product is [CH:27]1([C:16]2[C:17]([OH:19])=[CH:18][C:9]([OH:8])=[C:10]3[C:15]=2[O:14][C:13]([C:30]2[CH:35]=[CH:34][C:33]([OH:36])=[CH:32][CH:31]=2)=[CH:12][C:11]3=[O:38])[CH2:29][CH2:28]1. The yield is 0.460. (7) The reactants are [CH:1]1([N:7]2[CH2:11][CH2:10][C:9]([CH2:16][C:17]3[C:22]([Cl:23])=[CH:21][CH:20]=[CH:19][C:18]=3[Cl:24])([C:12]([O:14]C)=[O:13])[C:8]2=[O:25])[CH2:6][CH2:5][CH2:4][CH2:3][CH2:2]1.[OH-].[Na+].Cl. The catalyst is CO. The product is [CH:1]1([N:7]2[CH2:11][CH2:10][C:9]([CH2:16][C:17]3[C:22]([Cl:23])=[CH:21][CH:20]=[CH:19][C:18]=3[Cl:24])([C:12]([OH:14])=[O:13])[C:8]2=[O:25])[CH2:6][CH2:5][CH2:4][CH2:3][CH2:2]1. The yield is 0.640.